The task is: Regression. Given a peptide amino acid sequence and an MHC pseudo amino acid sequence, predict their binding affinity value. This is MHC class II binding data.. This data is from Peptide-MHC class II binding affinity with 134,281 pairs from IEDB. (1) The peptide sequence is SVCNKVKGLKVFNTR. The MHC is DRB1_0901 with pseudo-sequence DRB1_0901. The binding affinity (normalized) is 0.874. (2) The peptide sequence is VINWKGKELKCGSGI. The MHC is DRB1_0901 with pseudo-sequence DRB1_0901. The binding affinity (normalized) is 0.0940. (3) The peptide sequence is FQEFMIVPSGAPSFT. The MHC is DRB1_1201 with pseudo-sequence DRB1_1201. The binding affinity (normalized) is 0.396. (4) The peptide sequence is FKIMLKALSHLSLGL. The MHC is DRB1_1302 with pseudo-sequence DRB1_1302. The binding affinity (normalized) is 0.311.